This data is from Full USPTO retrosynthesis dataset with 1.9M reactions from patents (1976-2016). The task is: Predict the reactants needed to synthesize the given product. (1) Given the product [C:7]([C:4]([C:5]1[S:31][C:30]([CH:29]=[CH:28][C:25]2[CH:26]=[CH:27][C:22]([N:21]([CH2:37][CH2:38][CH2:39][CH3:40])[CH2:17][CH2:18][CH2:19][CH3:20])=[CH:23][C:24]=2[O:35][CH3:36])=[CH:34][CH:33]=1)=[C:3]1[CH:2]=[CH:1][C:11](=[C:12]([C:15]#[N:16])[C:13]#[N:14])[CH:10]=[CH:9]1)#[N:8], predict the reactants needed to synthesize it. The reactants are: [CH:1]1[C:11](=[C:12]([C:15]#[N:16])[C:13]#[N:14])[CH:10]=[CH:9][C:3](=[C:4]([C:7]#[N:8])[C:5]#N)[CH:2]=1.[CH2:17]([N:21]([CH2:37][CH2:38][CH2:39][CH3:40])[C:22]1[CH:27]=[CH:26][C:25]([CH:28]=[CH:29][C:30]2[S:31]C=[CH:33][CH:34]=2)=[C:24]([O:35][CH3:36])[CH:23]=1)[CH2:18][CH2:19][CH3:20].O.C(OCC)(=O)C. (2) Given the product [C:10]([C:14]1[CH:15]=[CH:16][C:17]([C:18]([O:3][C:1]([C:4]2[CH:9]=[CH:8][CH:7]=[CH:6][CH:5]=2)=[CH2:2])=[O:19])=[CH:21][CH:22]=1)([CH3:13])([CH3:11])[CH3:12], predict the reactants needed to synthesize it. The reactants are: [C:1]([C:4]1[CH:9]=[CH:8][CH:7]=[CH:6][CH:5]=1)(=[O:3])[CH3:2].[C:10]([C:14]1[CH:22]=[CH:21][C:17]([C:18](Cl)=[O:19])=[CH:16][CH:15]=1)([CH3:13])([CH3:12])[CH3:11]. (3) Given the product [Cl:1][C:2]1[CH:7]=[C:6]([CH2:9][CH:10]([CH3:12])[CH3:11])[N:5]=[CH:4][N:3]=1, predict the reactants needed to synthesize it. The reactants are: [Cl:1][C:2]1[CH:7]=[C:6](Cl)[N:5]=[CH:4][N:3]=1.[CH2:9]([Mg]Br)[CH:10]([CH3:12])[CH3:11].Cl. (4) Given the product [NH2:1][C:2]1[CH:7]=[CH:6][C:5]([Cl:8])=[CH:4][C:3]=1[CH:9]([C:11]1[CH:16]=[CH:15][CH:14]=[C:13]([C:17]([F:18])([F:19])[F:20])[C:12]=1[O:21][CH3:22])[OH:10], predict the reactants needed to synthesize it. The reactants are: [NH2:1][C:2]1[CH:7]=[CH:6][C:5]([Cl:8])=[CH:4][C:3]=1[C:9]([C:11]1[CH:16]=[CH:15][CH:14]=[C:13]([C:17]([F:20])([F:19])[F:18])[C:12]=1[O:21][CH3:22])=[O:10].[BH4-].[Na+]. (5) Given the product [Si:1]([O:8][CH2:9][C:10]1[C:11](=[O:26])[N:12]([CH3:28])[C:13](=[O:25])[N:14]([C:16]([NH:18][CH2:19][CH2:20][CH2:21][CH2:22][CH2:23][CH3:24])=[O:17])[CH:15]=1)([C:4]([CH3:5])([CH3:7])[CH3:6])([CH3:3])[CH3:2], predict the reactants needed to synthesize it. The reactants are: [Si:1]([O:8][CH2:9][C:10]1[C:11](=[O:26])[NH:12][C:13](=[O:25])[N:14]([C:16]([NH:18][CH2:19][CH2:20][CH2:21][CH2:22][CH2:23][CH3:24])=[O:17])[CH:15]=1)([C:4]([CH3:7])([CH3:6])[CH3:5])([CH3:3])[CH3:2].I[CH3:28].